From a dataset of Catalyst prediction with 721,799 reactions and 888 catalyst types from USPTO. Predict which catalyst facilitates the given reaction. (1) Reactant: [CH2:1]([CH:3]([CH2:32][CH2:33][CH2:34][CH3:35])[CH2:4][Si:5]1([CH2:24][CH:25]([CH2:30][CH3:31])[CH2:26][CH2:27][CH2:28][CH3:29])[C:9]2[CH:10]=[C:11]([Si](C)(C)C)[S:12][C:8]=2[C:7]2[S:17][C:18]([Si](C)(C)C)=[CH:19][C:6]1=2)[CH3:2].FC(F)(F)C(O)=O.O. Product: [CH2:30]([CH:25]([CH2:26][CH2:27][CH2:28][CH3:29])[CH2:24][Si:5]1([CH2:4][CH:3]([CH2:1][CH3:2])[CH2:32][CH2:33][CH2:34][CH3:35])[C:9]2[CH:10]=[CH:11][S:12][C:8]=2[C:7]2[S:17][CH:18]=[CH:19][C:6]1=2)[CH3:31]. The catalyst class is: 22. (2) Reactant: Cl[C:2]1[C:7]([C:8]([NH:10][CH2:11][C:12]2[CH:17]=[CH:16][CH:15]=[C:14]([F:18])[CH:13]=2)=[O:9])=[C:6]([CH3:19])[CH:5]=[C:4]([Cl:20])[N:3]=1.Cl.[CH2:22]([NH2:24])[CH3:23].C([O-])([O-])=O.[K+].[K+]. Product: [Cl:20][C:4]1[N:3]=[C:2]([NH:24][CH2:22][CH3:23])[C:7]([C:8]([NH:10][CH2:11][C:12]2[CH:17]=[CH:16][CH:15]=[C:14]([F:18])[CH:13]=2)=[O:9])=[C:6]([CH3:19])[CH:5]=1. The catalyst class is: 3. (3) Reactant: C([O:5][C:6](=[O:35])[C:7]1[CH:12]=[CH:11][C:10]([NH:13][CH:14]([C:25]2[CH:30]=[CH:29][C:28]([C:31]([CH3:34])([CH3:33])[CH3:32])=[CH:27][CH:26]=2)[C:15](=[O:24])[NH:16][C:17]2[CH:22]=[CH:21][C:20]([I:23])=[CH:19][CH:18]=2)=[CH:9][CH:8]=1)(C)(C)C.C(O)(C(F)(F)F)=O. Product: [C:31]([C:28]1[CH:27]=[CH:26][C:25]([CH:14]([NH:13][C:10]2[CH:9]=[CH:8][C:7]([C:6]([OH:35])=[O:5])=[CH:12][CH:11]=2)[C:15](=[O:24])[NH:16][C:17]2[CH:22]=[CH:21][C:20]([I:23])=[CH:19][CH:18]=2)=[CH:30][CH:29]=1)([CH3:34])([CH3:32])[CH3:33]. The catalyst class is: 4. (4) Reactant: Cl.[CH3:2][N:3]1[C:8]2[CH:9]=[CH:10][CH:11]=[CH:12][C:7]=2[C:6]([CH2:13][N:14]2[C:23](=[O:24])[C:22]3[N:21]([CH2:25][CH:26]=[C:27]([CH3:29])[CH3:28])[C:20]([N:30]4[CH2:35][CH2:34][CH2:33][CH:32]([NH:36]C(OC(C)(C)C)=O)[CH2:31]4)=[N:19][C:18]=3[N:17]([CH3:44])[C:15]2=[O:16])=[CH:5][S:4]1(=[O:46])=[O:45].[OH-].[Na+]. Product: [CH3:2][N:3]1[C:8]2[CH:9]=[CH:10][CH:11]=[CH:12][C:7]=2[C:6]([CH2:13][N:14]2[C:23](=[O:24])[C:22]3[N:21]([CH2:25][CH:26]=[C:27]([CH3:29])[CH3:28])[C:20]([N:30]4[CH2:35][CH2:34][CH2:33][CH:32]([NH2:36])[CH2:31]4)=[N:19][C:18]=3[N:17]([CH3:44])[C:15]2=[O:16])=[CH:5][S:4]1(=[O:46])=[O:45]. The catalyst class is: 34. (5) Product: [Br:8][C:5]1[CH:6]=[CH:7][C:2]([CH:20]([NH:19][C@@H:18]([CH2:14][CH:15]([CH3:17])[CH3:16])[CH2:22][OH:21])[C:23]([F:25])([F:24])[F:26])=[CH:3][CH:4]=1. Reactant: Br[C:2]1[CH:7]=[CH:6][C:5]([Br:8])=[CH:4][CH:3]=1.C([Li])CCC.[CH2:14]([CH:18]1[CH2:22][O:21][C@@H:20]([C:23]([F:26])([F:25])[F:24])[NH:19]1)[CH:15]([CH3:17])[CH3:16]. The catalyst class is: 1. (6) Reactant: ON1C2N=CC=CC=2N=N1.Cl.CN(C)CCCN=C=NCC.[CH:23]1([C:26]2[CH:31]=[C:30]([O:32][CH2:33][C:34]3[C:39]([F:40])=[CH:38][CH:37]=[CH:36][C:35]=3[F:41])[N:29]3[N:42]=[C:43]([CH3:48])[C:44]([C:45](O)=[O:46])=[C:28]3[CH:27]=2)[CH2:25][CH2:24]1.C(N(CC)C(C)C)(C)C.[C:58]([O:62][C:63](=[O:72])[NH:64][C:65]([CH3:71])([CH2:68][CH2:69][CH3:70])[CH2:66][NH2:67])([CH3:61])([CH3:60])[CH3:59]. Product: [C:58]([O:62][C:63](=[O:72])[NH:64][C:65]([CH3:71])([CH2:68][CH2:69][CH3:70])[CH2:66][NH:67][C:45]([C:44]1[C:43]([CH3:48])=[N:42][N:29]2[C:30]([O:32][CH2:33][C:34]3[C:35]([F:41])=[CH:36][CH:37]=[CH:38][C:39]=3[F:40])=[CH:31][C:26]([CH:23]3[CH2:25][CH2:24]3)=[CH:27][C:28]=12)=[O:46])([CH3:61])([CH3:60])[CH3:59]. The catalyst class is: 7. (7) Product: [CH3:8][CH:9]([CH3:25])[CH2:10][CH2:11][O:12][C:13]1[N:21]=[C:20]2[C:16]([N:17]=[C:18]([O:22][CH3:23])[N:19]2[CH2:33][CH:34]2[CH2:39][CH2:38][O:37][CH2:36][CH2:35]2)=[C:15]([NH2:24])[N:14]=1. The catalyst class is: 31. Reactant: FC(F)(F)C(O)=O.[CH3:8][CH:9]([CH3:25])[CH2:10][CH2:11][O:12][C:13]1[N:21]=[C:20]2[C:16]([N:17]=[C:18]([O:22][CH3:23])[NH:19]2)=[C:15]([NH2:24])[N:14]=1.C(=O)([O-])[O-].[K+].[K+].Br[CH2:33][CH:34]1[CH2:39][CH2:38][O:37][CH2:36][CH2:35]1.